This data is from Full USPTO retrosynthesis dataset with 1.9M reactions from patents (1976-2016). The task is: Predict the reactants needed to synthesize the given product. (1) Given the product [CH2:14]([O:13][C@H:11]([CH3:12])[CH2:10][O:9][CH2:8][C:5]1[CH:6]=[CH:7][C:2]([B:28]2[O:29][C:30]([CH3:35])([CH3:36])[C:31]([CH3:33])([CH3:34])[O:32]2)=[C:3]([CH2:42][O:40][CH3:37])[CH:4]=1)[CH3:15], predict the reactants needed to synthesize it. The reactants are: Br[C:2]1[CH:7]=[CH:6][C:5]([CH2:8][O:9][CH2:10][C@H:11]([O:13][CH2:14][CH3:15])[CH3:12])=[C:4](C)[C:3]=1OC.[B:28]1([B:28]2[O:32][C:31]([CH3:34])([CH3:33])[C:30]([CH3:36])([CH3:35])[O:29]2)[O:32][C:31]([CH3:34])([CH3:33])[C:30]([CH3:36])([CH3:35])[O:29]1.[C:37]([O-:40])(=O)C.[K+].[CH3:42]S(C)=O. (2) Given the product [NH2:1][C:2]1[CH:7]=[C:6]([CH2:8][CH3:9])[N:5]=[C:4]([CH2:10][CH3:11])[C:3]=1[CH:12]=[O:13], predict the reactants needed to synthesize it. The reactants are: [NH2:1][C:2]1[CH:7]=[C:6]([CH2:8][CH3:9])[N:5]=[C:4]([CH2:10][CH3:11])[C:3]=1[CH2:12][OH:13]. (3) Given the product [Cl:28][C:29]1[CH:30]=[C:31]2[C:36](=[CH:37][CH:38]=1)[CH:35]=[C:34]([S:39]([CH2:42][CH2:43][C:44]([N:24]1[CH2:25][CH2:26][CH:21]([N:19]3[CH2:20][C:16]4=[CH:15][N:14]=[C:13]([CH3:12])[N:17]4[C:18]3=[O:27])[CH2:22][CH2:23]1)=[O:45])(=[O:40])=[O:41])[CH:33]=[CH:32]2, predict the reactants needed to synthesize it. The reactants are: CCN=C=NCCCN(C)C.[CH3:12][C:13]1[N:17]2[C:18](=[O:27])[N:19]([CH:21]3[CH2:26][CH2:25][NH:24][CH2:23][CH2:22]3)[CH2:20][C:16]2=[CH:15][N:14]=1.[Cl:28][C:29]1[CH:30]=[C:31]2[C:36](=[CH:37][CH:38]=1)[CH:35]=[C:34]([S:39]([CH2:42][CH2:43][C:44](O)=[O:45])(=[O:41])=[O:40])[CH:33]=[CH:32]2.C1C=CC2N(O)N=NC=2C=1. (4) Given the product [Br:1][C:2]1[CH:11]=[CH:10][C:9]2[N:8]=[CH:7][C:6]3[N:12]=[C:13]([CH2:24][CH2:25][CH2:26][OH:27])[N:14]([C:15]4[CH:16]=[CH:17][C:18]([CH2:21][C:22]#[N:23])=[CH:19][CH:20]=4)[C:5]=3[C:4]=2[CH:3]=1, predict the reactants needed to synthesize it. The reactants are: [Br:1][C:2]1[CH:11]=[CH:10][C:9]2[N:8]=[CH:7][C:6]3[N:12]=[C:13]([CH2:24][CH2:25][C:26](O)=[O:27])[N:14]([C:15]4[CH:20]=[CH:19][C:18]([CH2:21][C:22]#[N:23])=[CH:17][CH:16]=4)[C:5]=3[C:4]=2[CH:3]=1. (5) Given the product [CH2:23]([CH:22]1[NH:21][C:19](=[O:20])[N:18]([CH:15]2[CH2:16][CH2:17][N:12]([CH2:5][C:6]3[CH:7]=[CH:8][CH:9]=[CH:10][CH:11]=3)[CH2:13][CH2:14]2)[C:30]1=[O:31])[C:24]1[CH:29]=[CH:28][CH:27]=[CH:26][CH:25]=1, predict the reactants needed to synthesize it. The reactants are: [O-]CC.[Na+].[CH2:5]([N:12]1[CH2:17][CH2:16][CH:15]([NH:18][C:19]([NH:21][C@H:22]([C:30](OC)=[O:31])[CH2:23][C:24]2[CH:29]=[CH:28][CH:27]=[CH:26][CH:25]=2)=[O:20])[CH2:14][CH2:13]1)[C:6]1[CH:11]=[CH:10][CH:9]=[CH:8][CH:7]=1. (6) Given the product [Br:7][C:5]1[N:6]=[C:2]([C:21]2[CH:22]=[CH:23][C:18]([F:17])=[CH:19][CH:20]=2)[N:3]([CH2:9][O:10][CH2:11][CH2:12][Si:13]([CH3:16])([CH3:15])[CH3:14])[C:4]=1[Br:8], predict the reactants needed to synthesize it. The reactants are: Br[C:2]1[N:3]([CH2:9][O:10][CH2:11][CH2:12][Si:13]([CH3:16])([CH3:15])[CH3:14])[C:4]([Br:8])=[C:5]([Br:7])[N:6]=1.[F:17][C:18]1[CH:23]=[CH:22][C:21](B(O)O)=[CH:20][CH:19]=1.C([O-])([O-])=O.[Na+].[Na+]. (7) Given the product [CH:11]1([C:16]2[CH:17]=[C:18]([NH2:19])[N:9]([C:4]3[CH:5]=[CH:6][CH:7]=[CH:8][C:3]=3[CH3:2])[N:10]=2)[CH2:15][CH2:14][CH2:13][CH2:12]1, predict the reactants needed to synthesize it. The reactants are: Cl.[CH3:2][C:3]1[CH:8]=[CH:7][CH:6]=[CH:5][C:4]=1[NH:9][NH2:10].[CH:11]1([C:16](=O)[CH2:17][C:18]#[N:19])[CH2:15][CH2:14][CH2:13][CH2:12]1. (8) Given the product [Cl:1][C:2]1[CH:3]=[C:4]([CH2:16][C:17]([O:19][CH3:20])=[O:18])[CH:5]=[CH:6][C:7]=1[B:26]1[O:30][C:29]([CH3:32])([CH3:31])[C:28]([CH3:34])([CH3:33])[O:27]1, predict the reactants needed to synthesize it. The reactants are: [Cl:1][C:2]1[CH:3]=[C:4]([CH2:16][C:17]([O:19][CH3:20])=[O:18])[CH:5]=[CH:6][C:7]=1OS(C(F)(F)F)(=O)=O.C([O-])(=O)C.[K+].[B:26]1([B:26]2[O:30][C:29]([CH3:32])([CH3:31])[C:28]([CH3:34])([CH3:33])[O:27]2)[O:30][C:29]([CH3:32])([CH3:31])[C:28]([CH3:34])([CH3:33])[O:27]1. (9) The reactants are: [CH:1]([C:3]1[CH:8]=[CH:7][CH:6]=[CH:5][C:4]=1B(O)O)=[O:2].Br[C:13]1[O:14][CH:15]=[CH:16][CH:17]=1.C(=O)([O-])[O-].[Na+].[Na+]. Given the product [O:14]1[CH:15]=[CH:16][CH:17]=[C:13]1[C:4]1[CH:5]=[CH:6][CH:7]=[CH:8][C:3]=1[CH:1]=[O:2], predict the reactants needed to synthesize it. (10) Given the product [NH2:10][C:7]1[CH:8]=[CH:9][C:4]([CH2:3][CH2:2][NH:1][C:12]2[C:13]3[S:20][CH:19]=[CH:18][C:14]=3[N:15]=[CH:16][N:17]=2)=[CH:5][CH:6]=1, predict the reactants needed to synthesize it. The reactants are: [NH2:1][CH2:2][CH2:3][C:4]1[CH:9]=[CH:8][C:7]([NH2:10])=[CH:6][CH:5]=1.Cl[C:12]1[C:13]2[S:20][CH:19]=[CH:18][C:14]=2[N:15]=[CH:16][N:17]=1.CCN(C(C)C)C(C)C.